Dataset: Forward reaction prediction with 1.9M reactions from USPTO patents (1976-2016). Task: Predict the product of the given reaction. (1) Given the reactants N1C=CC(C(N)=O)=N[CH:2]=1.Cl[C:11]1[CH:16]=[CH:15][C:14]([CH:17]([NH:19][C:20]([C:22]2[N:23]=[C:24]([N:31]3[CH2:36][CH2:35][CH2:34][CH2:33][S:32]3(=[O:38])=[O:37])[N:25]([CH3:30])[C:26](=[O:29])[C:27]=2[OH:28])=[O:21])[CH3:18])=[CH:13][CH:12]=1, predict the reaction product. The product is: [OH:28][C:27]1[C:26](=[O:29])[N:25]([CH3:30])[C:24]([N:31]2[CH2:36][CH2:35][CH2:34][CH2:33][S:32]2(=[O:38])=[O:37])=[N:23][C:22]=1[C:20]([NH:19][CH:17]([C:14]1[CH:15]=[CH:16][CH:11]=[CH:12][CH:13]=1)[CH2:18][CH3:2])=[O:21]. (2) Given the reactants CN1[CH2:6][CH2:5][N:4]([C:7]2N(C)C=CN=2)[C:3]1=[O:13].[O-]P([O-])([O-])=O.[K+].[K+].[K+].I[C:23]1[CH:24]=[C:25]([CH3:30])[CH:26]=C(C)[CH:28]=1.CNC=O.CCCCCCCCCCCC, predict the reaction product. The product is: [CH3:30][C:25]1[CH:26]=[C:5]([N:4]([CH3:7])[CH:3]=[O:13])[CH:6]=[C:23]([CH3:28])[CH:24]=1. (3) The product is: [Cl:19][C:20]1[CH:21]=[C:22]([NH:33][C:16](=[O:18])[C:15]#[C:14][C:11]2[CH:10]=[CH:9][C:8]([C:5]3[CH:4]=[CH:3][C:2]([Cl:1])=[CH:7][CH:6]=3)=[CH:13][CH:12]=2)[CH:23]=[CH:24][C:25]=1[CH2:26][N:27]1[CH2:28][CH2:29][CH2:30][CH2:31][CH2:32]1. Given the reactants [Cl:1][C:2]1[CH:7]=[CH:6][C:5]([C:8]2[CH:13]=[CH:12][C:11]([C:14]#[C:15][C:16]([OH:18])=O)=[CH:10][CH:9]=2)=[CH:4][CH:3]=1.[Cl:19][C:20]1[CH:21]=[C:22]([NH2:33])[CH:23]=[CH:24][C:25]=1[CH2:26][N:27]1[CH2:32][CH2:31][CH2:30][CH2:29][CH2:28]1.ClCl, predict the reaction product. (4) Given the reactants [CH:1](O)=[O:2].C(N1C=CN=C1)(N1C=CN=C1)=O.[CH2:16]([O:23][NH:24][CH:25]([CH2:65][O:66][C:67]([C:80]1[CH:85]=[CH:84][CH:83]=[CH:82][CH:81]=1)([C:74]1[CH:79]=[CH:78][CH:77]=[CH:76][CH:75]=1)[C:68]1[CH:73]=[CH:72][CH:71]=[CH:70][CH:69]=1)[C@H:26]([O:57][CH2:58][C:59]1[CH:64]=[CH:63][CH:62]=[CH:61][CH:60]=1)[C@H:27]([O:49][CH2:50][C:51]1[CH:56]=[CH:55][CH:54]=[CH:53][CH:52]=1)[C@H:28]([O:41][CH2:42][C:43]1[CH:48]=[CH:47][CH:46]=[CH:45][CH:44]=1)[CH2:29][O:30][Si:31]([CH:38]([CH3:40])[CH3:39])([CH:35]([CH3:37])[CH3:36])[CH:32]([CH3:34])[CH3:33])[C:17]1[CH:22]=[CH:21][CH:20]=[CH:19][CH:18]=1.C1N=CN(C(N2C=NC=C2)=O)C=1.C(O)=O, predict the reaction product. The product is: [CH2:16]([O:23][N:24]([CH:25]([CH2:65][O:66][C:67]([C:68]1[CH:69]=[CH:70][CH:71]=[CH:72][CH:73]=1)([C:74]1[CH:75]=[CH:76][CH:77]=[CH:78][CH:79]=1)[C:80]1[CH:85]=[CH:84][CH:83]=[CH:82][CH:81]=1)[C@H:26]([O:57][CH2:58][C:59]1[CH:60]=[CH:61][CH:62]=[CH:63][CH:64]=1)[C@H:27]([O:49][CH2:50][C:51]1[CH:52]=[CH:53][CH:54]=[CH:55][CH:56]=1)[C@H:28]([O:41][CH2:42][C:43]1[CH:44]=[CH:45][CH:46]=[CH:47][CH:48]=1)[CH2:29][O:30][Si:31]([CH:32]([CH3:33])[CH3:34])([CH:35]([CH3:37])[CH3:36])[CH:38]([CH3:40])[CH3:39])[CH:1]=[O:2])[C:17]1[CH:22]=[CH:21][CH:20]=[CH:19][CH:18]=1. (5) Given the reactants [NH2:1][C:2]1[S:3][C:4]([C:10]2[C:15]([F:16])=[CH:14][C:13]([C:17]([OH:20])([CH3:19])[CH3:18])=[CH:12][C:11]=2[F:21])=[CH:5][C:6]=1[C:7]([NH2:9])=[O:8].Cl[C:23]1[N:28]=[C:27]([CH3:29])[C:26]([C:30]2[O:31][C:32]([CH3:35])=[N:33][N:34]=2)=[CH:25][CH:24]=1, predict the reaction product. The product is: [F:16][C:15]1[CH:14]=[C:13]([C:17]([OH:20])([CH3:18])[CH3:19])[CH:12]=[C:11]([F:21])[C:10]=1[C:4]1[S:3][C:2]([NH:1][C:23]2[CH:24]=[CH:25][C:26]([C:30]3[O:31][C:32]([CH3:35])=[N:33][N:34]=3)=[C:27]([CH3:29])[N:28]=2)=[C:6]([C:7]([NH2:9])=[O:8])[CH:5]=1.